From a dataset of Forward reaction prediction with 1.9M reactions from USPTO patents (1976-2016). Predict the product of the given reaction. Given the reactants Br[CH2:2][C:3]([O:5][CH2:6][CH3:7])=[O:4].C([O-])([O-])=O.[Cs+].[Cs+].[CH3:14][C:15]1[CH:20]=[C:19]([CH3:21])[CH:18]=[CH:17][C:16]=1[CH:22]([C:43]1[CH:48]=[CH:47][CH:46]=[CH:45][CH:44]=1)[NH:23][C:24](=[O:42])[CH2:25][C:26]1[CH:31]=[CH:30][C:29]([CH:32]([OH:41])[CH2:33][C:34]2[C:35]([CH3:40])=[N:36][CH:37]=[CH:38][CH:39]=2)=[CH:28][CH:27]=1, predict the reaction product. The product is: [CH3:14][C:15]1[CH:20]=[C:19]([CH3:21])[CH:18]=[CH:17][C:16]=1[CH:22]([NH:23][C:24](=[O:42])[CH2:25][C:26]1[CH:31]=[CH:30][C:29]([CH:32]([O:41][CH2:2][C:3]([O:5][CH2:6][CH3:7])=[O:4])[CH2:33][C:34]2[C:35]([CH3:40])=[N:36][CH:37]=[CH:38][CH:39]=2)=[CH:28][CH:27]=1)[C:43]1[CH:44]=[CH:45][CH:46]=[CH:47][CH:48]=1.